From a dataset of Reaction yield outcomes from USPTO patents with 853,638 reactions. Predict the reaction yield, written as a fraction of the theoretical maximum amount of product (1.0 means a 100% yield; for example, 0.34 means a 34% yield). (1) The product is [OH:7][CH2:8][CH:9]([NH:1][C@@H:2]([CH2:5][CH3:6])[CH2:3][OH:4])[CH3:10]. The yield is 0.740. The catalyst is [Pt](=O)=O. The reactants are [NH2:1][C@@H:2]([CH2:5][CH3:6])[CH2:3][OH:4].[OH:7][CH2:8][C:9](=O)[CH3:10]. (2) The reactants are Br[C:2]1[CH:3]=[C:4]2[C:8](=[CH:9][C:10]=1[Cl:11])[NH:7][N:6]=[C:5]2[C:12]([OH:14])=[O:13].[CH3:15][O:16][C:17]1[CH:22]=[CH:21][C:20](B(O)O)=[CH:19][CH:18]=1.C(=O)([O-])[O-].[K+].[K+]. The catalyst is CCO.C1(C)C=CC=CC=1.C1C=CC(P(C2C=CC=CC=2)[C-]2C=CC=C2)=CC=1.C1C=CC(P(C2C=CC=CC=2)[C-]2C=CC=C2)=CC=1.Cl[Pd]Cl.[Fe+2]. The product is [Cl:11][C:10]1[CH:9]=[C:8]2[C:4]([C:5]([C:12]([OH:14])=[O:13])=[N:6][NH:7]2)=[CH:3][C:2]=1[C:20]1[CH:21]=[CH:22][C:17]([O:16][CH3:15])=[CH:18][CH:19]=1. The yield is 0.130. (3) The reactants are CC(OI1(OC(C)=O)(OC(C)=O)OC(=O)C2C=CC=CC1=2)=O.[N:23]([CH:26]1[CH:32]([OH:33])[CH2:31][CH2:30][N:29]([C:34]([O:36][CH2:37][C:38]2[CH:43]=[CH:42][CH:41]=[CH:40][CH:39]=2)=[O:35])[CH2:28][CH2:27]1)=[N+:24]=[N-:25]. The catalyst is C(Cl)Cl. The product is [N:23]([CH:26]1[C:32](=[O:33])[CH2:31][CH2:30][N:29]([C:34]([O:36][CH2:37][C:38]2[CH:43]=[CH:42][CH:41]=[CH:40][CH:39]=2)=[O:35])[CH2:28][CH2:27]1)=[N+:24]=[N-:25]. The yield is 0.840. (4) The reactants are Cl[C:2]1[CH:7]=[CH:6][C:5]([N+:8]([O-:10])=[O:9])=[CH:4][N:3]=1.[CH:11]1([OH:16])[CH2:15][CH2:14][CH2:13][CH2:12]1.[H-].[Na+]. The catalyst is C1COCC1. The product is [CH:11]1([O:16][C:2]2[CH:7]=[CH:6][C:5]([N+:8]([O-:10])=[O:9])=[CH:4][N:3]=2)[CH2:15][CH2:14][CH2:13][CH2:12]1. The yield is 0.0400. (5) The reactants are Br[CH2:2][CH2:3][N:4]1[C:8]([CH2:9]Br)=[CH:7][C:6]([N+:11]([O-:13])=[O:12])=[N:5]1.[NH3:14]. The catalyst is O1CCOCC1. The product is [N+:11]([C:6]1[CH:7]=[C:8]2[CH2:9][NH:14][CH2:2][CH2:3][N:4]2[N:5]=1)([O-:13])=[O:12]. The yield is 1.00. (6) The reactants are [F:1][CH:2]([F:24])[O:3][C:4]1[CH:9]=[CH:8][CH:7]=[CH:6][C:5]=1[N:10]1[CH:15]=[CH:14][C:13](=[O:16])[C:12]([C:17](=O)[CH:18]=[CH:19][N:20](C)C)=[N:11]1.[C:25]1([NH:31]N)[CH:30]=[CH:29][CH:28]=[CH:27][CH:26]=1. The catalyst is CO. The product is [F:1][CH:2]([F:24])[O:3][C:4]1[CH:9]=[CH:8][CH:7]=[CH:6][C:5]=1[N:10]1[CH:15]=[CH:14][C:13](=[O:16])[C:12]([C:17]2[N:31]([C:25]3[CH:30]=[CH:29][CH:28]=[CH:27][CH:26]=3)[N:20]=[CH:19][CH:18]=2)=[N:11]1. The yield is 0.0400. (7) The reactants are Cl.[CH:2]1([CH2:5][CH2:6][NH2:7])[CH2:4][CH2:3]1.C(N(C(C)C)CC)(C)C.[N:17]([C:20]1[CH:25]=[CH:24][C:23]([C:26]2[O:27][CH:28]=[CH:29][CH:30]=2)=[CH:22][CH:21]=1)=[C:18]=[O:19].[C:31](Cl)(=[O:36])[CH2:32][C:33](Cl)=[O:34]. The catalyst is C(Cl)(Cl)Cl. The product is [CH:2]1([CH2:5][CH2:6][N:7]2[C:33](=[O:34])[CH2:32][C:31](=[O:36])[N:17]([C:20]3[CH:21]=[CH:22][C:23]([C:26]4[O:27][CH:28]=[CH:29][CH:30]=4)=[CH:24][CH:25]=3)[C:18]2=[O:19])[CH2:4][CH2:3]1. The yield is 0.170.